From a dataset of Peptide-MHC class I binding affinity with 185,985 pairs from IEDB/IMGT. Regression. Given a peptide amino acid sequence and an MHC pseudo amino acid sequence, predict their binding affinity value. This is MHC class I binding data. The peptide sequence is MVIENGILKK. The binding affinity (normalized) is 0.0327. The MHC is HLA-A33:01 with pseudo-sequence HLA-A33:01.